From a dataset of Peptide-MHC class II binding affinity with 134,281 pairs from IEDB. Regression. Given a peptide amino acid sequence and an MHC pseudo amino acid sequence, predict their binding affinity value. This is MHC class II binding data. (1) The peptide sequence is SQIPISINYRTEIDK. The MHC is DRB1_1602 with pseudo-sequence DRB1_1602. The binding affinity (normalized) is 0.341. (2) The peptide sequence is AFILDGDKLFPKV. The MHC is HLA-DQA10501-DQB10201 with pseudo-sequence HLA-DQA10501-DQB10201. The binding affinity (normalized) is 0.331. (3) The peptide sequence is DVKFRGGGQIVGGVY. The MHC is HLA-DQA10501-DQB10301 with pseudo-sequence HLA-DQA10501-DQB10301. The binding affinity (normalized) is 0.727. (4) The peptide sequence is YDKFRANVSTVLTGK. The MHC is DRB1_1101 with pseudo-sequence DRB1_1101. The binding affinity (normalized) is 0.622. (5) The peptide sequence is TIKAERTEQKDFDGR. The MHC is DRB1_1101 with pseudo-sequence DRB1_1101. The binding affinity (normalized) is 0.180. (6) The peptide sequence is ATPPPPPPPQLGASP. The MHC is HLA-DPA10301-DPB10402 with pseudo-sequence HLA-DPA10301-DPB10402. The binding affinity (normalized) is 0.0869. (7) The peptide sequence is WAQDLTLPWQSGSGG. The MHC is DRB1_0301 with pseudo-sequence DRB1_0301. The binding affinity (normalized) is 0.0187. (8) The peptide sequence is GLSGEPKGGAESSSK. The MHC is DRB1_1302 with pseudo-sequence DRB1_1302. The binding affinity (normalized) is 0.117.